Task: Predict which catalyst facilitates the given reaction.. Dataset: Catalyst prediction with 721,799 reactions and 888 catalyst types from USPTO (1) Reactant: FC(F)(F)C(O)=O.[CH3:8][CH:9](C)[CH2:10][CH:11]([C:24]1[CH:32]=[CH:31][C:27]([C:28](O)=[O:29])=[CH:26][CH:25]=1)[NH:12][C:13]1[C:22]([CH3:23])=[CH:21][C:20]2[C:15](=[CH:16][CH:17]=[CH:18][CH:19]=2)[N:14]=1.Cl.[CH2:35]([O:37][C:38](=[O:42])[CH2:39][CH2:40][NH2:41])[CH3:36].O.ON1C2C=CC=CC=2N=N1.C(N(CC)CC)C.Cl.CN(C)CCCN=C=NCC. Product: [CH3:23][C:22]1[C:13]([NH:12][CH:11]([C:24]2[CH:25]=[CH:26][C:27]([C:28]([NH:41][CH2:40][CH2:39][C:38]([O:37][CH2:35][CH3:36])=[O:42])=[O:29])=[CH:31][CH:32]=2)[CH2:10][CH2:9][CH3:8])=[N:14][C:15]2[C:20]([CH:21]=1)=[CH:19][CH:18]=[CH:17][CH:16]=2. The catalyst class is: 4. (2) Reactant: [CH3:1][C:2]1([CH3:30])[CH2:11][C:10]2[C:5](=[CH:6][CH:7]=[C:8]([C:12]([O:14]C)=[O:13])[CH:9]=2)[NH:4][CH:3]1[C:16]1[CH:21]=[CH:20][CH:19]=[C:18]([C:22]([N:24]2[CH2:29][CH2:28][CH2:27][CH2:26][CH2:25]2)=[O:23])[CH:17]=1.[OH-].[Na+].Cl. Product: [CH3:1][C:2]1([CH3:30])[CH2:11][C:10]2[C:5](=[CH:6][CH:7]=[C:8]([C:12]([OH:14])=[O:13])[CH:9]=2)[NH:4][CH:3]1[C:16]1[CH:21]=[CH:20][CH:19]=[C:18]([C:22]([N:24]2[CH2:29][CH2:28][CH2:27][CH2:26][CH2:25]2)=[O:23])[CH:17]=1. The catalyst class is: 24. (3) Reactant: [H-].[Na+].[N+:3]([C:6]1[CH:20]=[CH:19][C:9]([CH2:10]P(=O)(OCC)OCC)=[CH:8][CH:7]=1)([O-:5])=[O:4].[F:21][C:22]1[CH:23]=[C:24]([CH:27]=[CH:28][CH:29]=1)[CH:25]=O.C(OCC)(=O)C. Product: [F:21][C:22]1[CH:29]=[CH:28][CH:27]=[C:24](/[CH:25]=[CH:10]/[C:9]2[CH:8]=[CH:7][C:6]([N+:3]([O-:5])=[O:4])=[CH:20][CH:19]=2)[CH:23]=1. The catalyst class is: 9. (4) Reactant: [OH:1][C:2]1[CH:3]=[C:4]2[C:9](=[CH:10][CH:11]=1)[CH:8]=[C:7]([CH2:12][NH:13][C:14]13[CH2:21][CH2:20][C:17]([C:22]([O:24]C)=[O:23])([CH2:18][CH2:19]1)[CH2:16][CH2:15]3)[CH:6]=[CH:5]2.CS(O[CH:31]1[CH2:36][CH2:35][CH2:34][CH2:33][CH2:32]1)(=O)=O.[OH-].[Na+].Cl. Product: [CH:31]1([O:1][C:2]2[CH:11]=[C:10]3[C:9](=[CH:4][CH:3]=2)[CH:8]=[C:7]([CH2:12][NH:13][C:14]24[CH2:15][CH2:16][C:17]([C:22]([OH:24])=[O:23])([CH2:18][CH2:19]2)[CH2:20][CH2:21]4)[CH:6]=[CH:5]3)[CH2:36][CH2:35][CH2:34][CH2:33][CH2:32]1. The catalyst class is: 3. (5) Reactant: [Cl:1][CH:2]([CH3:11])[C:3]([C:5]1[S:6][CH:7]=[C:8]([CH3:10])[N:9]=1)=[O:4].[BH4-].[Na+]. Product: [Cl:1][CH:2]([CH3:11])[CH:3]([C:5]1[S:6][CH:7]=[C:8]([CH3:10])[N:9]=1)[OH:4]. The catalyst class is: 5. (6) Reactant: [Cl:1][C:2]1[CH:7]=[CH:6][C:5]([C:8]2[S:9][CH:10]=[C:11]([CH2:13][S:14][C:15]3[C:20]([C:21]#[N:22])=[C:19]([C:23]4[CH:28]=[CH:27][C:26]([O:29][CH2:30][CH2:31][OH:32])=[CH:25][CH:24]=4)[C:18]([C:33]#[N:34])=[CH:17][N:16]=3)[N:12]=2)=[CH:4][CH:3]=1.[CH:35]([NH2:38])([CH3:37])[CH3:36].O. Product: [Cl:1][C:2]1[CH:3]=[CH:4][C:5]([C:8]2[S:9][CH:10]=[C:11]([CH2:13][S:14][C:15]3[C:20]([C:21]#[N:22])=[C:19]([C:23]4[CH:28]=[CH:27][C:26]([O:29][CH2:30][CH2:31][OH:32])=[CH:25][CH:24]=4)[C:18]([C:33]#[N:34])=[C:17]([NH:38][CH:35]([CH3:37])[CH3:36])[N:16]=3)[N:12]=2)=[CH:6][CH:7]=1. The catalyst class is: 1. (7) Reactant: [Cl:1][C:2]1[CH:7]=[CH:6][CH:5]=[CH:4][C:3]=1[NH:8][CH2:9][CH2:10][C:11]1([C:23]([O:25]C)=O)[CH2:15][CH2:14][CH2:13][N:12]1[C:16]([O:18][C:19]([CH3:22])([CH3:21])[CH3:20])=[O:17].C([Mg]Cl)(C)C. Product: [Cl:1][C:2]1[CH:7]=[CH:6][CH:5]=[CH:4][C:3]=1[N:8]1[CH2:9][CH2:10][C:11]2([N:12]([C:16]([O:18][C:19]([CH3:21])([CH3:20])[CH3:22])=[O:17])[CH2:13][CH2:14][CH2:15]2)[C:23]1=[O:25]. The catalyst class is: 49.